This data is from Reaction yield outcomes from USPTO patents with 853,638 reactions. The task is: Predict the reaction yield, written as a fraction of the theoretical maximum amount of product (1.0 means a 100% yield; for example, 0.34 means a 34% yield). (1) The reactants are [CH3:1][C:2]1[C:10]([C:11]2[CH:12]=[CH:13][C:14]([NH2:17])=[N:15][CH:16]=2)=[CH:9][C:8]2[CH2:7][CH2:6][O:5][C:4]=2[CH:3]=1.[Cl:18][C:19]1[CH:27]=[CH:26][CH:25]=[CH:24][C:20]=1[C:21](Cl)=[O:22]. No catalyst specified. The product is [Cl:18][C:19]1[CH:27]=[CH:26][CH:25]=[CH:24][C:20]=1[C:21]([NH:17][C:14]1[CH:13]=[CH:12][C:11]([C:10]2[C:2]([CH3:1])=[CH:3][C:4]3[O:5][CH2:6][CH2:7][C:8]=3[CH:9]=2)=[CH:16][N:15]=1)=[O:22]. The yield is 0.598. (2) The reactants are [CH2:1]([S:8]([NH:11][C@H:12]1[CH2:17][CH2:16][C@H:15]([C:18]([O:27][Si:28]([CH2:33][CH3:34])([CH2:31][CH3:32])[CH2:29][CH3:30])([C:23]([F:26])([F:25])[F:24])[C:19]([F:22])([F:21])[F:20])[CH2:14][CH2:13]1)(=[O:10])=[O:9])[C:2]1[CH:7]=[CH:6][CH:5]=[CH:4][CH:3]=1.[Li].C[Si]([N-][Si](C)(C)C)(C)C.[F:45][C:46]([F:57])([F:56])[CH2:47]OS(C(F)(F)F)(=O)=O.[NH4+].[Cl-]. The catalyst is C1COCC1.CCOCC. The product is [CH2:1]([S:8]([N:11]([CH2:47][C:46]([F:57])([F:56])[F:45])[C@H:12]1[CH2:17][CH2:16][C@H:15]([C:18]([O:27][Si:28]([CH2:31][CH3:32])([CH2:33][CH3:34])[CH2:29][CH3:30])([C:23]([F:24])([F:25])[F:26])[C:19]([F:20])([F:21])[F:22])[CH2:14][CH2:13]1)(=[O:10])=[O:9])[C:2]1[CH:3]=[CH:4][CH:5]=[CH:6][CH:7]=1. The yield is 0.610.